From a dataset of Catalyst prediction with 721,799 reactions and 888 catalyst types from USPTO. Predict which catalyst facilitates the given reaction. (1) Reactant: [NH2:1][C:2]1[CH:3]=[C:4]([CH:14]=[C:15]([C:17]([F:20])([F:19])[F:18])[CH:16]=1)[C:5]([N:7]1[CH2:12][CH2:11][CH:10]([OH:13])[CH2:9][CH2:8]1)=O.CSC.B.O1CCCC1.Cl.[OH-].[Na+]. Product: [NH2:1][C:2]1[CH:3]=[C:4]([CH:14]=[C:15]([C:17]([F:20])([F:18])[F:19])[CH:16]=1)[CH2:5][N:7]1[CH2:8][CH2:9][CH:10]([OH:13])[CH2:11][CH2:12]1. The catalyst class is: 7. (2) Reactant: [CH:1]1([Mg]Br)[CH2:3][CH2:2]1.[Cl:6][C:7]1[CH:8]=[CH:9][C:10]([CH:28]=[O:29])=[C:11]2[C:15]=1[N:14]=[C:13]1[N:16]([C:20]3[CH:25]=[CH:24][C:23]([Cl:26])=[CH:22][C:21]=3[Cl:27])[CH2:17][CH2:18][CH2:19][N:12]21. Product: [Cl:6][C:7]1[C:15]2[N:14]=[C:13]3[N:16]([C:20]4[CH:25]=[CH:24][C:23]([Cl:26])=[CH:22][C:21]=4[Cl:27])[CH2:17][CH2:18][CH2:19][N:12]3[C:11]=2[C:10]([CH:28]([CH:1]2[CH2:3][CH2:2]2)[OH:29])=[CH:9][CH:8]=1. The catalyst class is: 7. (3) Reactant: ClC(OCC(C)C)=O.[C:9]([O:13][C:14]([C:16]1([C:21](O)=[O:22])[CH2:20][CH2:19][CH2:18][CH2:17]1)=[O:15])([CH3:12])([CH3:11])[CH3:10].CN1CCOCC1.[BH4-].[Na+]. Product: [OH:22][CH2:21][C:16]1([C:14]([O:13][C:9]([CH3:12])([CH3:11])[CH3:10])=[O:15])[CH2:20][CH2:19][CH2:18][CH2:17]1. The catalyst class is: 253. (4) Reactant: [CH2:1]([O:3][C:4]([C:6]1[O:7][C:8]2[C:13]([C:14](=[O:16])[CH:15]=1)=[CH:12][CH:11]=[C:10]([OH:17])[CH:9]=2)=[O:5])[CH3:2].[C:18]([O-])([O-])=O.[K+].[K+].IC.C(OCC)(=O)C. Product: [CH2:1]([O:3][C:4]([C:6]1[O:7][C:8]2[C:13]([C:14](=[O:16])[CH:15]=1)=[CH:12][CH:11]=[C:10]([O:17][CH3:18])[CH:9]=2)=[O:5])[CH3:2]. The catalyst class is: 21. (5) Reactant: C([O:5][C:6](=[O:26])[CH2:7][N:8]1[CH:13]=[CH:12][CH:11]=[C:10]([NH:14][C:15]([O:17][CH2:18][C:19]2[CH:24]=[CH:23][CH:22]=[CH:21][CH:20]=2)=[O:16])[C:9]1=[O:25])(C)(C)C.FC(F)(F)C(O)=O. Product: [CH2:18]([O:17][C:15]([NH:14][C:10]1[C:9](=[O:25])[N:8]([CH2:7][C:6]([OH:26])=[O:5])[CH:13]=[CH:12][CH:11]=1)=[O:16])[C:19]1[CH:24]=[CH:23][CH:22]=[CH:21][CH:20]=1. The catalyst class is: 2. (6) Reactant: [C:1]([CH:5]1[CH2:14][CH2:13][C:12]2[N:11]=[C:10]([SH:15])[C:9]([C:16]#[N:17])=[CH:8][C:7]=2[CH2:6]1)([CH3:4])([CH3:3])[CH3:2].[OH-].[K+].Cl[CH2:21][S:22]([CH3:25])(=[O:24])=[O:23]. Product: [C:1]([CH:5]1[CH2:14][CH2:13][C:12]2[N:11]=[C:10]3[S:15][C:21]([S:22]([CH3:25])(=[O:24])=[O:23])=[C:16]([NH2:17])[C:9]3=[CH:8][C:7]=2[CH2:6]1)([CH3:4])([CH3:2])[CH3:3]. The catalyst class is: 3. (7) Reactant: [F:1][C:2]1[CH:7]=[CH:6][C:5]([CH:8]([CH:32]2[CH2:37][CH2:36][N:35]([CH:38]([CH3:40])[CH3:39])[CH2:34][CH2:33]2)[CH2:9][N:10]2[CH2:15][CH2:14][N:13]([CH2:16][CH2:17][CH2:18][CH2:19][C:20]3[C:29]4[C:24](=[CH:25][CH:26]=[CH:27][CH:28]=4)[CH:23]=[CH:22][C:21]=3[O:30][CH3:31])[CH2:12][CH2:11]2)=[CH:4][CH:3]=1.[ClH:41].C(OCC)(=O)C. Product: [ClH:41].[ClH:41].[ClH:41].[F:1][C:2]1[CH:3]=[CH:4][C:5]([CH:8]([CH:32]2[CH2:33][CH2:34][N:35]([CH:38]([CH3:40])[CH3:39])[CH2:36][CH2:37]2)[CH2:9][N:10]2[CH2:15][CH2:14][N:13]([CH2:16][CH2:17][CH2:18][CH2:19][C:20]3[C:29]4[C:24](=[CH:25][CH:26]=[CH:27][CH:28]=4)[CH:23]=[CH:22][C:21]=3[O:30][CH3:31])[CH2:12][CH2:11]2)=[CH:6][CH:7]=1. The catalyst class is: 5. (8) Reactant: CN1CCOCC1.[C:8]([O:12][C:13]([NH:15][C@H:16]([CH2:20][C:21]1[CH:26]=[CH:25][C:24]([Cl:27])=[CH:23][C:22]=1[Cl:28])[C:17]([OH:19])=O)=[O:14])([CH3:11])([CH3:10])[CH3:9].ClC(OCC(C)C)=O.[CH3:37][O:38][C:39]1[CH:40]=[C:41]([CH2:47][CH2:48][NH2:49])[CH:42]=[CH:43][C:44]=1[O:45][CH3:46]. Product: [Cl:28][C:22]1[CH:23]=[C:24]([Cl:27])[CH:25]=[CH:26][C:21]=1[CH2:20][C@@H:16]([NH:15][C:13](=[O:14])[O:12][C:8]([CH3:9])([CH3:10])[CH3:11])[C:17](=[O:19])[NH:49][CH2:48][CH2:47][C:41]1[CH:42]=[CH:43][C:44]([O:45][CH3:46])=[C:39]([O:38][CH3:37])[CH:40]=1. The catalyst class is: 7. (9) Reactant: [F:1][C:2]1[CH:3]=[C:4]([CH:22]=[CH:23][C:24]=1[F:25])[CH2:5][C@H:6]1[CH2:11][C@H:10]([C:12]2[O:16][NH:15][C:14](=[O:17])[CH:13]=2)[CH2:9][CH2:8][N:7]1[C:18]([O:20][CH3:21])=[O:19]. Product: [F:1][C:2]1[CH:3]=[C:4]([CH:22]=[CH:23][C:24]=1[F:25])[CH2:5][C@@H:6]1[CH2:11][C@@H:10]([C:12]2[O:16][NH:15][C:14](=[O:17])[CH:13]=2)[CH2:9][CH2:8][N:7]1[C:18]([O:20][CH3:21])=[O:19].[F:1][C:2]1[CH:3]=[C:4]([CH:22]=[CH:23][C:24]=1[F:25])[CH2:5][C@H:6]1[CH2:11][C@H:10]([C:12]2[O:16][NH:15][C:14](=[O:17])[CH:13]=2)[CH2:9][CH2:8][N:7]1[C:18]([O:20][CH3:21])=[O:19]. The catalyst class is: 194. (10) Reactant: [CH2:1]([N:3]1[C:7]2=[N:8][C:9]([CH3:22])=[C:10]([C:19](O)=[O:20])[C:11]([NH:12][CH:13]3[CH2:18][CH2:17][O:16][CH2:15][CH2:14]3)=[C:6]2[CH:5]=[N:4]1)[CH3:2].C(Cl)CCl.C1C=CC2N(O)[N:34]=[N:33]C=2C=1.[C:37](NN)(=[O:42])[C:38]([CH3:41])([CH3:40])[CH3:39]. The catalyst class is: 3. Product: [CH3:39][C:38]([CH3:41])([CH3:40])[C:37]([C:5]1[C:6]2[C:7](=[N:8][C:9]([CH3:22])=[C:10]([C:19]([NH:33][NH2:34])=[O:20])[C:11]=2[NH:12][CH:13]2[CH2:18][CH2:17][O:16][CH2:15][CH2:14]2)[N:3]([CH2:1][CH3:2])[N:4]=1)=[O:42].